Task: Predict the reactants needed to synthesize the given product.. Dataset: Full USPTO retrosynthesis dataset with 1.9M reactions from patents (1976-2016) (1) Given the product [Cl:3][C:4]1[CH:9]=[CH:8][C:7]([C:10]2[N:11]=[C:12]3[CH:17]=[CH:16][C:15]([C:18]4[CH:27]=[CH:26][CH:25]=[C:24]5[C:19]=4[CH2:20][CH2:21][CH2:22][CH:23]5[OH:28])=[CH:14][N:13]3[CH:29]=2)=[CH:6][CH:5]=1, predict the reactants needed to synthesize it. The reactants are: [BH4-].[Na+].[Cl:3][C:4]1[CH:9]=[CH:8][C:7]([C:10]2[N:11]=[C:12]3[CH:17]=[CH:16][C:15]([C:18]4[CH:27]=[CH:26][CH:25]=[C:24]5[C:19]=4[CH2:20][CH2:21][CH2:22][C:23]5=[O:28])=[CH:14][N:13]3[CH:29]=2)=[CH:6][CH:5]=1. (2) Given the product [CH2:1]([C:9]1[CH:10]=[CH:11][C:12]([NH:13][CH2:17][C:18]#[N:19])=[CH:14][CH:15]=1)[CH2:2][CH2:3][CH2:4][CH2:5][CH2:6][CH2:7][CH3:8], predict the reactants needed to synthesize it. The reactants are: [CH2:1]([C:9]1[CH:15]=[CH:14][C:12]([NH2:13])=[CH:11][CH:10]=1)[CH2:2][CH2:3][CH2:4][CH2:5][CH2:6][CH2:7][CH3:8].Br[CH2:17][C:18]#[N:19].C([O-])([O-])=O.[K+].[K+].